Dataset: Full USPTO retrosynthesis dataset with 1.9M reactions from patents (1976-2016). Task: Predict the reactants needed to synthesize the given product. (1) Given the product [CH3:13][C:14]1[N:15]([CH:39]2[CH2:40][CH2:41][O:42][CH2:43][CH2:44]2)[C:16](=[O:38])[C:17]([CH2:23][C:24]2[CH:25]=[CH:26][C:27]([C:30]3[CH:35]=[CH:34][CH:33]=[CH:32][C:31]=3[C:36]3[NH:3][C:4](=[O:7])[O:5][N:37]=3)=[CH:28][CH:29]=2)=[C:18]([CH2:20][CH2:21][CH3:22])[N:19]=1, predict the reactants needed to synthesize it. The reactants are: [Cl-].O[NH3+:3].[C:4](=[O:7])([O-])[OH:5].[Na+].CS(C)=O.[CH3:13][C:14]1[N:15]([CH:39]2[CH2:44][CH2:43][O:42][CH2:41][CH2:40]2)[C:16](=[O:38])[C:17]([CH2:23][C:24]2[CH:29]=[CH:28][C:27]([C:30]3[C:31]([C:36]#[N:37])=[CH:32][CH:33]=[CH:34][CH:35]=3)=[CH:26][CH:25]=2)=[C:18]([CH2:20][CH2:21][CH3:22])[N:19]=1. (2) Given the product [C:11]([CH:7]1[CH2:8][CH2:9][CH2:10][N:5]([CH2:4][CH:3]([O:13][C:24](=[O:25])[NH:23][C:20]2[CH:21]=[CH:22][C:17]([Cl:16])=[CH:18][CH:19]=2)[C:2]([F:1])([F:14])[F:15])[CH2:6]1)#[N:12], predict the reactants needed to synthesize it. The reactants are: [F:1][C:2]([F:15])([F:14])[CH:3]([OH:13])[CH2:4][N:5]1[CH2:10][CH2:9][CH2:8][CH:7]([C:11]#[N:12])[CH2:6]1.[Cl:16][C:17]1[CH:22]=[CH:21][C:20]([N:23]=[C:24]=[O:25])=[CH:19][CH:18]=1.C(N(CC)CC)C. (3) Given the product [CH2:1]([O:3][C:4](=[O:14])[C:5]1[CH:10]=[C:9]([CH:17]=[CH2:18])[CH:8]=[N:7][C:6]=1[NH:12][CH3:13])[CH3:2], predict the reactants needed to synthesize it. The reactants are: [CH2:1]([O:3][C:4](=[O:14])[C:5]1[CH:10]=[C:9](Br)[CH:8]=[N:7][C:6]=1[NH:12][CH3:13])[CH3:2].[Cl-].[Li+].[CH:17]([Sn](CCCC)(CCCC)CCCC)=[CH2:18]. (4) Given the product [CH2:23]([N:13]([CH2:11][CH3:12])[C:14]1[CH:21]=[CH:20][C:17]([C:18]2[NH:1][N:2]=[C:3]([C:5]3[N:10]=[CH:9][CH:8]=[CH:7][N:6]=3)[N:4]=2)=[C:16]([OH:22])[CH:15]=1)[CH3:24], predict the reactants needed to synthesize it. The reactants are: [NH2:1][NH:2][C:3]([C:5]1[N:10]=[CH:9][CH:8]=[CH:7][N:6]=1)=[NH:4].[CH2:11]([N:13]([CH2:23][CH3:24])[C:14]1[CH:21]=[CH:20][C:17]([CH:18]=O)=[C:16]([OH:22])[CH:15]=1)[CH3:12]. (5) Given the product [CH3:16][C:17]1([CH3:33])[C:21]([CH3:23])([CH3:22])[O:20][B:19]([C:7]2[CH:8]=[C:9]([C@@H:13]([OH:15])[CH3:14])[CH:10]=[CH:11][CH:12]=2)[O:18]1, predict the reactants needed to synthesize it. The reactants are: C([O-])(=O)C.[K+].Br[C:7]1[CH:8]=[C:9]([C@@H:13]([OH:15])[CH3:14])[CH:10]=[CH:11][CH:12]=1.[CH3:16][C:17]1([CH3:33])[C:21]([CH3:23])([CH3:22])[O:20][B:19]([B:19]2[O:20][C:21]([CH3:23])([CH3:22])[C:17]([CH3:33])([CH3:16])[O:18]2)[O:18]1. (6) Given the product [NH2:10][C:11]1[CH:19]=[CH:18][C:14]([C:15]([NH:23][CH:22]2[CH2:6][C@H:4]3[N:3]([CH3:1])[C@H:7]([CH2:9][O:50][CH2:5]3)[CH2:8]2)=[O:16])=[CH:13][C:12]=1[O:20][CH3:21], predict the reactants needed to synthesize it. The reactants are: [CH2:1]([N:3]([CH:7]([CH3:9])[CH3:8])[CH:4]([CH3:6])[CH3:5])C.[NH2:10][C:11]1[CH:19]=[CH:18][C:14]([C:15](O)=[O:16])=[CH:13][C:12]=1[O:20][CH3:21].[CH3:22][N:23](C(ON1N=NC2C=CC=NC1=2)=[N+](C)C)C.F[P-](F)(F)(F)(F)F.CN(C=[O:50])C. (7) Given the product [N:1]1[N:2]([CH2:7][CH2:8][CH2:9][CH2:10][CH2:11][O:12][C:13]2[C:14]([O:33][CH3:34])=[CH:15][CH:16]=[C:17]3[C:22]=2[O:21][C:20](=[O:23])[CH:19]=[C:18]3[NH:24][C:25]2[C:30]([Cl:31])=[CH:29][N:28]=[CH:27][C:26]=2[Cl:32])[N:3]=[N:4][CH:5]=1, predict the reactants needed to synthesize it. The reactants are: [NH:1]1[CH:5]=[N:4][N:3]=[N:2]1.Br[CH2:7][CH2:8][CH2:9][CH2:10][CH2:11][O:12][C:13]1[C:14]([O:33][CH3:34])=[CH:15][CH:16]=[C:17]2[C:22]=1[O:21][C:20](=[O:23])[CH:19]=[C:18]2[NH:24][C:25]1[C:30]([Cl:31])=[CH:29][N:28]=[CH:27][C:26]=1[Cl:32]. (8) Given the product [C:17]([O:16][C:14](=[O:15])[NH:13][CH:11]1[CH2:10][CH:9]([C:21]([N:49]2[CH2:48][CH2:47][N:46]([C:52]3[CH:59]=[CH:58][CH:57]=[CH:56][C:53]=3[C:54]#[N:55])[CH2:51][CH2:50]2)=[O:22])[N:8]([CH2:1][C:2]2[CH:7]=[CH:6][CH:5]=[CH:4][CH:3]=2)[CH2:12]1)([CH3:18])([CH3:20])[CH3:19], predict the reactants needed to synthesize it. The reactants are: [CH2:1]([N:8]1[CH2:12][CH:11]([NH:13][C:14]([O:16][C:17]([CH3:20])([CH3:19])[CH3:18])=[O:15])[CH2:10][CH:9]1[C:21](O)=[O:22])[C:2]1[CH:7]=[CH:6][CH:5]=[CH:4][CH:3]=1.Cl.C(N=C=NCCCN(C)C)C.ON1C2C=CC=CC=2N=N1.[N:46]1([C:52]2[CH:59]=[CH:58][CH:57]=[CH:56][C:53]=2[C:54]#[N:55])[CH2:51][CH2:50][NH:49][CH2:48][CH2:47]1.